The task is: Predict the product of the given reaction.. This data is from Forward reaction prediction with 1.9M reactions from USPTO patents (1976-2016). (1) Given the reactants Cl.[C:2]1([N:11]2[CH2:15][CH2:14][C@H:13]([NH2:16])[CH2:12]2)[C:3]2[N:4]([CH:8]=[CH:9][CH:10]=2)[CH:5]=[CH:6][N:7]=1.[C:17]1([C:23]2[O:27][N:26]=[C:25]([C:28](O)=[O:29])[N:24]=2)[CH:22]=[CH:21][CH:20]=[CH:19][CH:18]=1.C(N(CC)C(C)C)C.CN(C(ON1N=NC2C=CC=NC1=2)=[N+](C)C)C.F[P-](F)(F)(F)(F)F, predict the reaction product. The product is: [C:17]1([C:23]2[O:27][N:26]=[C:25]([C:28]([NH:16][C@H:13]3[CH2:14][CH2:15][N:11]([C:2]4[C:3]5[N:4]([CH:8]=[CH:9][CH:10]=5)[CH:5]=[CH:6][N:7]=4)[CH2:12]3)=[O:29])[N:24]=2)[CH:18]=[CH:19][CH:20]=[CH:21][CH:22]=1. (2) Given the reactants F[C:2]1[N:9]=[CH:8][CH:7]=[CH:6][C:3]=1[C:4]#[N:5].[CH3:10][N:11]1[CH2:16][CH2:15][CH:14]([OH:17])[CH2:13][CH2:12]1.[H-].[Na+].O, predict the reaction product. The product is: [CH3:10][N:11]1[CH2:16][CH2:15][CH:14]([O:17][C:2]2[N:9]=[CH:8][CH:7]=[CH:6][C:3]=2[C:4]#[N:5])[CH2:13][CH2:12]1.